From a dataset of Catalyst prediction with 721,799 reactions and 888 catalyst types from USPTO. Predict which catalyst facilitates the given reaction. (1) Reactant: [CH3:1][CH2:2][O:3][C:4](/[CH:6]=[CH:7]/[CH2:8]P(OCC)(OCC)=O)=[O:5].CC(C)([O-])C.[K+].[C:23]([N:30]1[CH2:34][CH2:33][C:32](=O)[CH2:31]1)([O:25][C:26]([CH3:29])([CH3:28])[CH3:27])=[O:24].C(=O)([O-])[O-].[Na+].[Na+]. Product: [CH2:2]([O:3][C:4](=[O:5])/[CH:6]=[CH:7]/[CH:8]=[C:33]1/[CH2:34][N:30]([C:23]([O:25][C:26]([CH3:29])([CH3:28])[CH3:27])=[O:24])[CH2:31][CH2:32]/1)[CH3:1]. The catalyst class is: 1. (2) Reactant: F[C:2]1[CH:7]=[CH:6][C:5]([NH:8][C:9](=[O:11])[CH3:10])=[CH:4][C:3]=1[N+:12]([O-:14])=[O:13].[CH:15]1([CH2:21][NH2:22])[CH2:20][CH2:19][CH2:18][CH2:17][CH2:16]1. Product: [CH:15]1([CH2:21][NH:22][C:2]2[CH:7]=[CH:6][C:5]([NH:8][C:9](=[O:11])[CH3:10])=[CH:4][C:3]=2[N+:12]([O-:14])=[O:13])[CH2:20][CH2:19][CH2:18][CH2:17][CH2:16]1. The catalyst class is: 14.